This data is from Forward reaction prediction with 1.9M reactions from USPTO patents (1976-2016). The task is: Predict the product of the given reaction. Given the reactants [CH2:1]([O:8][C:9]1[CH:10]=[C:11]2[C:16](=[CH:17][CH:18]=1)[C:15](=[O:19])[N:14]([CH2:20][CH:21]([CH3:23])[CH3:22])[C:13]([C:24]([O:26][CH3:27])=[O:25])=[C:12]2OS(C(F)(F)F)(=O)=O)[C:2]1[CH:7]=[CH:6][CH:5]=[CH:4][CH:3]=1.[Cl:36][C:37]1[CH:42]=[CH:41][C:40](B(O)O)=[CH:39][CH:38]=1.C(=O)([O-])[O-].[Na+].[Na+].CO, predict the reaction product. The product is: [CH2:1]([O:8][C:9]1[CH:10]=[C:11]2[C:16](=[CH:17][CH:18]=1)[C:15](=[O:19])[N:14]([CH2:20][CH:21]([CH3:23])[CH3:22])[C:13]([C:24]([O:26][CH3:27])=[O:25])=[C:12]2[C:40]1[CH:41]=[CH:42][C:37]([Cl:36])=[CH:38][CH:39]=1)[C:2]1[CH:7]=[CH:6][CH:5]=[CH:4][CH:3]=1.